This data is from Catalyst prediction with 721,799 reactions and 888 catalyst types from USPTO. The task is: Predict which catalyst facilitates the given reaction. (1) Reactant: [CH3:1][N:2]1[C:10]2[C:9]([O:11][CH2:12][C:13]3[CH:14]=[C:15]([CH:17]=[CH:18][CH:19]=3)[NH2:16])=[N:8][CH:7]=[N:6][C:5]=2[CH:4]=[CH:3]1.C(N(CC)CC)C.[C:27]1([N:33]=[C:34]=[O:35])[CH:32]=[CH:31][CH:30]=[CH:29][CH:28]=1. Product: [CH3:1][N:2]1[C:10]2[C:9]([O:11][CH2:12][C:13]3[CH:14]=[C:15]([NH:16][C:34]([NH:33][C:27]4[CH:32]=[CH:31][CH:30]=[CH:29][CH:28]=4)=[O:35])[CH:17]=[CH:18][CH:19]=3)=[N:8][CH:7]=[N:6][C:5]=2[CH:4]=[CH:3]1. The catalyst class is: 7. (2) Reactant: [F:1][C:2]1[C:3]([I:20])=[C:4]([NH:12]C(=O)OC(C)(C)C)[CH:5]=[CH:6][C:7]=1[C:8]([F:11])([F:10])[F:9].Cl. Product: [F:1][C:2]1[C:3]([I:20])=[C:4]([CH:5]=[CH:6][C:7]=1[C:8]([F:9])([F:10])[F:11])[NH2:12]. The catalyst class is: 1. (3) Reactant: [CH2:1]([O:8][C:9]1[CH:14]=[CH:13][C:12]([C:15]2[CH:16]=[C:17]3[C:21](=[CH:22][CH:23]=2)[NH:20][CH:19]=[CH:18]3)=[CH:11][CH:10]=1)[C:2]1[CH:7]=[CH:6][CH:5]=[CH:4][CH:3]=1.[CH3:24][C:25]([O:28][C:29](O[C:29]([O:28][C:25]([CH3:27])([CH3:26])[CH3:24])=[O:30])=[O:30])([CH3:27])[CH3:26]. Product: [CH2:1]([O:8][C:9]1[CH:10]=[CH:11][C:12]([C:15]2[CH:16]=[C:17]3[C:21](=[CH:22][CH:23]=2)[N:20]([C:29]([O:28][C:25]([CH3:27])([CH3:26])[CH3:24])=[O:30])[CH:19]=[CH:18]3)=[CH:13][CH:14]=1)[C:2]1[CH:3]=[CH:4][CH:5]=[CH:6][CH:7]=1. The catalyst class is: 230. (4) Reactant: [S:1](Cl)([C:4]1[CH:10]=[CH:9][C:7]([CH3:8])=[CH:6][CH:5]=1)(=[O:3])=[O:2].C(N(CC)CC)C.FC(F)(F)C(O)=O.[CH3:26][O:27][C:28]([C@@H:30]1[CH2:34][C:33]([F:36])([F:35])[CH2:32][NH:31]1)=[O:29]. Product: [CH3:26][O:27][C:28]([C@@H:30]1[CH2:34][C:33]([F:36])([F:35])[CH2:32][N:31]1[S:1]([C:4]1[CH:10]=[CH:9][C:7]([CH3:8])=[CH:6][CH:5]=1)(=[O:3])=[O:2])=[O:29]. The catalyst class is: 2. (5) Product: [F:29][C:30]1[CH:35]=[C:34]([C:2]2[C:10]3[C:5](=[N:6][CH:7]=[N:8][C:9]=3[NH2:11])[N:4]([CH:12]([C:14]3[CH:15]=[C:16]4[N:21]([C:22]=3[C:23]3[CH:28]=[CH:27][CH:26]=[CH:25][N:24]=3)[CH:20]=[CH:19][CH:18]=[CH:17]4)[CH3:13])[N:3]=2)[CH:33]=[CH:32][CH:31]=1. Reactant: I[C:2]1[C:10]2[C:5](=[N:6][CH:7]=[N:8][C:9]=2[NH2:11])[N:4]([CH:12]([C:14]2[CH:15]=[C:16]3[N:21]([C:22]=2[C:23]2[CH:28]=[CH:27][CH:26]=[CH:25][N:24]=2)[CH:20]=[CH:19][CH:18]=[CH:17]3)[CH3:13])[N:3]=1.[F:29][C:30]1[CH:31]=[C:32](B(O)O)[CH:33]=[CH:34][CH:35]=1.CCO.C([O-])([O-])=O.[Na+].[Na+]. The catalyst class is: 104. (6) Reactant: I[C:2]1[N:7]=[CH:6][N:5]=[C:4]([NH:8][CH:9]([CH3:13])[CH2:10][O:11][CH3:12])[CH:3]=1.[CH3:14][Sn:15]([CH3:21])([CH3:20])[Sn:15]([CH3:21])([CH3:20])[CH3:14]. Product: [CH3:12][O:11][CH2:10][CH:9]([NH:8][C:4]1[CH:3]=[C:2]([Sn:15]([CH3:21])([CH3:20])[CH3:14])[N:7]=[CH:6][N:5]=1)[CH3:13]. The catalyst class is: 551. (7) Reactant: [CH:1]1[C:10]2[C:5](=[CH:6][CH:7]=[CH:8][CH:9]=2)[CH:4]=[CH:3][C:2]=1/[CH:11]=[CH:12]/[CH2:13][OH:14].C(P(CCCC)CCCC)CCC.[CH2:28]([O:30][C:31](=[O:44])[C@@H:32]([O:41][CH2:42][CH3:43])[CH2:33][C:34]1[CH:39]=[CH:38][C:37](O)=[CH:36][CH:35]=1)[CH3:29].N(C(N1CCCCC1)=O)=NC(N1CCCCC1)=O. Product: [CH2:28]([O:30][C:31](=[O:44])[C@@H:32]([O:41][CH2:42][CH3:43])[CH2:33][C:34]1[CH:39]=[CH:38][C:37]([O:14][CH2:13]/[CH:12]=[CH:11]/[C:2]2[CH:3]=[CH:4][C:5]3[C:10](=[CH:9][CH:8]=[CH:7][CH:6]=3)[CH:1]=2)=[CH:36][CH:35]=1)[CH3:29]. The catalyst class is: 48.